This data is from Reaction yield outcomes from USPTO patents with 853,638 reactions. The task is: Predict the reaction yield, written as a fraction of the theoretical maximum amount of product (1.0 means a 100% yield; for example, 0.34 means a 34% yield). (1) The reactants are C(OC(=O)[NH:5][C:6]1[N:20]([CH2:21][C:22]2[CH:27]=[CH:26][C:25]([O:28][CH2:29][C:30]3[CH:31]=[N:32][C:33]([O:36][CH3:37])=[CH:34][CH:35]=3)=[C:24]([O:38][CH3:39])[CH:23]=2)[C:9]2=[N:10][CH:11]=[C:12]([C:14]3[CH:19]=[CH:18][CH:17]=[CH:16][CH:15]=3)[CH:13]=[C:8]2[N:7]=1)C.[OH-].[K+]. The catalyst is C(O)CO.O. The product is [CH3:39][O:38][C:24]1[CH:23]=[C:22]([CH:27]=[CH:26][C:25]=1[O:28][CH2:29][C:30]1[CH:31]=[N:32][C:33]([O:36][CH3:37])=[CH:34][CH:35]=1)[CH2:21][N:20]1[C:9]2=[N:10][CH:11]=[C:12]([C:14]3[CH:15]=[CH:16][CH:17]=[CH:18][CH:19]=3)[CH:13]=[C:8]2[N:7]=[C:6]1[NH2:5]. The yield is 0.340. (2) The reactants are Br[C:2]1[CH:3]=[C:4]([S:8]([C:11]2[CH:12]=[C:13]([C:18]#[N:19])[S:14][C:15]=2[S:16][CH3:17])(=[O:10])=[O:9])[CH:5]=[CH:6][CH:7]=1.[CH3:20][N:21]1[CH2:26][CH2:25][NH:24][CH2:23][CH2:22]1.C1C=CC(P(C2C(C3C(P(C4C=CC=CC=4)C4C=CC=CC=4)=CC=C4C=3C=CC=C4)=C3C(C=CC=C3)=CC=2)C2C=CC=CC=2)=CC=1.C1(C)C=CC=CC=1. The product is [CH3:20][N:21]1[CH2:26][CH2:25][N:24]([C:2]2[CH:3]=[C:4]([S:8]([C:11]3[CH:12]=[C:13]([C:18]#[N:19])[S:14][C:15]=3[S:16][CH3:17])(=[O:10])=[O:9])[CH:5]=[CH:6][CH:7]=2)[CH2:23][CH2:22]1. The catalyst is CC([O-])=O.CC([O-])=O.[Pd+2].CO.C(Cl)(Cl)Cl. The yield is 0.100. (3) The reactants are [Cl:1][C:2]1[C:3](=[O:9])[NH:4][N:5]=[CH:6][C:7]=1[Cl:8].C1(C)C=CC(S([O-])(=O)=O)=CC=1.[NH+]1C=CC=CC=1.[O:27]1[CH:32]=[CH:31][CH2:30][CH2:29][CH2:28]1. The catalyst is O1CCCC1. The product is [Cl:1][C:2]1[C:3](=[O:9])[N:4]([CH:28]2[CH2:29][CH2:30][CH2:31][CH2:32][O:27]2)[N:5]=[CH:6][C:7]=1[Cl:8]. The yield is 0.860. (4) The reactants are [Cl:1][C:2]1[CH:7]=[CH:6][C:5]([Cl:8])=[CH:4][C:3]=1[CH2:9][O:10][C:11]1[N:16]=[C:15]([C:17]([O:19]C)=[O:18])[CH:14]=[CH:13][CH:12]=1.[Li+].[OH-]. The catalyst is O1CCCC1.O.O. The product is [Cl:1][C:2]1[CH:7]=[CH:6][C:5]([Cl:8])=[CH:4][C:3]=1[CH2:9][O:10][C:11]1[N:16]=[C:15]([C:17]([OH:19])=[O:18])[CH:14]=[CH:13][CH:12]=1. The yield is 0.770. (5) The reactants are [F:1][C:2]1[CH:3]=[CH:4][C:5]2[O:9][C:8]([CH2:11][OH:12])(C)[CH2:7][C:6]=2[CH:13]=1.C(N(CC)CC)C.[C:21](OC(=O)C)(=[O:23])[CH3:22]. The catalyst is C(Cl)Cl.CN(C1C=CN=CC=1)C. The product is [C:21]([O:12][CH2:11][CH:8]1[CH2:7][C:6]2[CH:13]=[C:2]([F:1])[CH:3]=[CH:4][C:5]=2[O:9]1)(=[O:23])[CH3:22]. The yield is 0.800. (6) The reactants are [Br:1][C:2]1[C:3]([CH3:12])=[C:4]([C:6]([N+:9]([O-])=O)=[CH:7][CH:8]=1)[NH2:5].[Sn](Cl)Cl.O.[OH-].[Na+]. The catalyst is CCO. The product is [Br:1][C:2]1[C:3]([CH3:12])=[C:4]([NH2:5])[C:6]([NH2:9])=[CH:7][CH:8]=1. The yield is 0.880.